Binary Classification. Given a T-cell receptor sequence (or CDR3 region) and an epitope sequence, predict whether binding occurs between them. From a dataset of TCR-epitope binding with 47,182 pairs between 192 epitopes and 23,139 TCRs. The epitope is LPPIVAKEI. The TCR CDR3 sequence is CASSPRQGQEQYF. Result: 1 (the TCR binds to the epitope).